Dataset: Reaction yield outcomes from USPTO patents with 853,638 reactions. Task: Predict the reaction yield, written as a fraction of the theoretical maximum amount of product (1.0 means a 100% yield; for example, 0.34 means a 34% yield). (1) The reactants are [CH3:1][C:2]1([CH3:27])[CH:7]2[CH2:8][CH:3]1[CH2:4][CH2:5][CH:6]2[CH2:9][CH2:10][N:11]1[CH2:16][CH2:15][C:14]([NH:19][C:20]2[CH:25]=[CH:24][CH:23]=[C:22]([F:26])[CH:21]=2)([C:17]#[N:18])[CH2:13][CH2:12]1.C(OC(=O)C)(=[O:30])C.[OH-].[Na+]. The catalyst is C(O)=O. The product is [CH3:1][C:2]1([CH3:27])[CH:7]2[CH2:8][CH:3]1[CH2:4][CH2:5][CH:6]2[CH2:9][CH2:10][N:11]1[CH2:16][CH2:15][C:14]([NH:19][C:20]2[CH:25]=[CH:24][CH:23]=[C:22]([F:26])[CH:21]=2)([C:17]([NH2:18])=[O:30])[CH2:13][CH2:12]1. The yield is 0.980. (2) The reactants are [C:1]([C:5]1[CH:10]=[CH:9][C:8]([N+:11]([O-:13])=[O:12])=[CH:7][CH:6]=1)([CH3:4])([CH3:3])[CH3:2].[Br:14]Br.S([O-])(O)=O.[Na+]. The catalyst is S(=O)(=O)(O)O.S([O-])([O-])(=O)=O.[Ag+2]. The product is [Br:14][C:10]1[CH:9]=[C:8]([N+:11]([O-:13])=[O:12])[CH:7]=[CH:6][C:5]=1[C:1]([CH3:4])([CH3:2])[CH3:3]. The yield is 0.980.